Predict the product of the given reaction. From a dataset of Forward reaction prediction with 1.9M reactions from USPTO patents (1976-2016). (1) Given the reactants [NH2:1][C:2]1[C:10]([CH3:11])=[CH:9][CH:8]=[CH:7][C:3]=1[C:4]([OH:6])=O.[CH3:12][NH2:13].[CH:14](=O)[C:15]1[CH:20]=[CH:19][C:18]([O:21][CH3:22])=[CH:17][CH:16]=1.Cl[CH2:25][CH2:26][CH2:27]Br.[NH:29]1[CH2:33]C[CH2:31][CH2:30]1, predict the reaction product. The product is: [CH3:12][N:13]1[C:4](=[O:6])[C:3]2[C:2](=[C:10]([CH3:11])[CH:9]=[CH:8][CH:7]=2)[N:1]=[C:14]1[C:15]1[CH:20]=[CH:19][C:18]([O:21][CH2:22][CH2:31][CH2:30][N:29]2[CH2:33][CH2:27][CH2:26][CH2:25]2)=[CH:17][CH:16]=1. (2) Given the reactants [C:1]1([CH:7]2[CH2:12][CH2:11][CH2:10][NH:9][C:8]2=[O:13])[CH:6]=[CH:5][CH:4]=[CH:3][CH:2]=1.CC(C)([O-])C.[K+].Br[CH2:21][C:22]([O:24][CH2:25][CH3:26])=[O:23], predict the reaction product. The product is: [O:13]=[C:8]1[CH:7]([C:1]2[CH:2]=[CH:3][CH:4]=[CH:5][CH:6]=2)[CH2:12][CH2:11][CH2:10][N:9]1[CH2:21][C:22]([O:24][CH2:25][CH3:26])=[O:23]. (3) Given the reactants Cl[C:2]1[CH:7]=[CH:6][N:5]=[C:4]2[CH:8]=[C:9]([C:11]3[CH:16]=[CH:15][N:14]=[CH:13][CH:12]=3)[S:10][C:3]=12.[CH3:17][NH:18][C:19]([C:21]1[C:29]2[C:24](=[CH:25][C:26]([OH:30])=[CH:27][CH:28]=2)[N:23]([CH3:31])[C:22]=1[CH3:32])=[O:20].C([O-])([O-])=O.[Cs+].[Cs+], predict the reaction product. The product is: [CH3:17][NH:18][C:19]([C:21]1[C:29]2[C:24](=[CH:25][C:26]([O:30][C:2]3[CH:7]=[CH:6][N:5]=[C:4]4[CH:8]=[C:9]([C:11]5[CH:16]=[CH:15][N:14]=[CH:13][CH:12]=5)[S:10][C:3]=34)=[CH:27][CH:28]=2)[N:23]([CH3:31])[C:22]=1[CH3:32])=[O:20]. (4) The product is: [CH:1]1([C:4]2[N:9]=[C:8]([C:10]3[NH:31][C:13]4=[N:14][C:15]([N:18]5[CH2:23][CH2:22][CH2:21][C@@H:20]([C:24]([N:26]6[CH2:27][CH2:28][CH2:29][CH2:30]6)=[O:25])[CH2:19]5)=[C:16]([F:33])[CH:17]=[C:12]4[N:11]=3)[CH:7]=[CH:6][N:5]=2)[CH2:3][CH2:2]1. Given the reactants [CH:1]1([C:4]2[N:9]=[C:8]([C:10]3[NH:31][C:13]4=[N:14][C:15]([N:18]5[CH2:23][CH2:22][CH2:21][C@@H:20]([C:24]([N:26]6[CH2:30][CH2:29][CH2:28][CH2:27]6)=[O:25])[CH2:19]5)=[CH:16][CH:17]=[C:12]4[N:11]=3)[CH:7]=[CH:6][N:5]=2)[CH2:3][CH2:2]1.[B-](F)(F)(F)[F:33].[B-](F)(F)(F)F.C1[N+]2(CCl)CC[N+](F)(CC2)C1, predict the reaction product. (5) Given the reactants C[N:2]([CH:4]=[C:5]1[CH2:11][CH2:10][CH2:9][C:8]2[C:12]([F:27])=[C:13]([N:16]3[CH2:20][C@H:19]([CH2:21][NH:22][C:23](=[O:25])[CH3:24])[O:18][C:17]3=[O:26])[CH:14]=[CH:15][C:7]=2[C:6]1=[O:28])C.NOS(O)(=O)=O, predict the reaction product. The product is: [F:27][C:12]1[C:8]2[CH2:9][CH2:10][CH2:11][C:5]3[CH:4]=[N:2][O:28][C:6]=3[C:7]=2[CH:15]=[CH:14][C:13]=1[N:16]1[CH2:20][C@H:19]([CH2:21][NH:22][C:23](=[O:25])[CH3:24])[O:18][C:17]1=[O:26]. (6) Given the reactants C([O:8][C:9]1[CH:14]=[CH:13][CH:12]=[C:11]([CH3:15])[C:10]=1[CH:16]([C:18]1[CH:23]=[CH:22][C:21]([O:24][CH3:25])=[CH:20][CH:19]=1)O)C1C=CC=CC=1.Cl, predict the reaction product. The product is: [CH3:25][O:24][C:21]1[CH:20]=[CH:19][C:18]([CH2:16][C:10]2[C:11]([CH3:15])=[CH:12][CH:13]=[CH:14][C:9]=2[OH:8])=[CH:23][CH:22]=1. (7) Given the reactants [CH2:1]([C@H:8]1[CH2:12][O:11][C:10](=[O:13])[N:9]1[C:14](=[O:24])/[CH:15]=[CH:16]/[C:17]1[CH:22]=[CH:21][C:20]([Cl:23])=[CH:19][CH:18]=1)[C:2]1[CH:7]=[CH:6][CH:5]=[CH:4][CH:3]=1.[CH2:25]([N:32]([CH2:36][Si](C)(C)C)[CH2:33]OC)[C:26]1[CH:31]=[CH:30][CH:29]=[CH:28][CH:27]=1.FC(F)(F)C(O)=O.C(=O)([O-])O.[Na+], predict the reaction product. The product is: [CH2:1]([C@H:8]1[CH2:12][O:11][C:10](=[O:13])[N:9]1[C:14]([C@H:15]1[C@H:16]([C:17]2[CH:22]=[CH:21][C:20]([Cl:23])=[CH:19][CH:18]=2)[CH2:36][N:32]([CH2:25][C:26]2[CH:31]=[CH:30][CH:29]=[CH:28][CH:27]=2)[CH2:33]1)=[O:24])[C:2]1[CH:7]=[CH:6][CH:5]=[CH:4][CH:3]=1. (8) Given the reactants [CH3:1][O:2][C:3](=[O:14])[C:4]1[CH:9]=[C:8]([CH:10]=[CH2:11])[C:7]([OH:12])=[C:6]([F:13])[CH:5]=1.CO, predict the reaction product. The product is: [CH3:1][O:2][C:3](=[O:14])[C:4]1[CH:5]=[C:6]([F:13])[C:7]([OH:12])=[C:8]([CH2:10][CH3:11])[CH:9]=1. (9) Given the reactants [CH3:1][O:2][C:3]1[CH:4]=[C:5]([O:23][C:24]2[CH:29]=[CH:28][C:27]([S:30]([CH3:33])(=[O:32])=[O:31])=[CH:26][N:25]=2)[CH:6]=[C:7]2[C:11]=1[NH:10][C:9]([C:12]1[S:13][CH:14]([CH2:17][C:18]([O:20]CC)=[O:19])[CH2:15][N:16]=1)=[CH:8]2.[OH-].[Na+], predict the reaction product. The product is: [CH3:1][O:2][C:3]1[CH:4]=[C:5]([O:23][C:24]2[CH:29]=[CH:28][C:27]([S:30]([CH3:33])(=[O:32])=[O:31])=[CH:26][N:25]=2)[CH:6]=[C:7]2[C:11]=1[NH:10][C:9]([C:12]1[S:13][CH:14]([CH2:17][C:18]([OH:20])=[O:19])[CH2:15][N:16]=1)=[CH:8]2. (10) The product is: [F:26][C:27]1[CH:28]=[C:29]2[C:34](=[CH:35][CH:36]=1)[N:33]=[CH:32][CH:31]=[C:30]2[N:37]1[C:5]([C:7]2[C:12](=[O:13])[CH:11]=[CH:10][N:9]([C:14]3[CH:15]=[CH:16][C:17]([O:20][C:21]([F:24])([F:23])[F:22])=[CH:18][CH:19]=3)[N:8]=2)=[CH:4][CH:3]=[N:38]1. Given the reactants CN(C)/[CH:3]=[CH:4]/[C:5]([C:7]1[C:12](=[O:13])[CH:11]=[CH:10][N:9]([C:14]2[CH:19]=[CH:18][C:17]([O:20][C:21]([F:24])([F:23])[F:22])=[CH:16][CH:15]=2)[N:8]=1)=O.[F:26][C:27]1[CH:28]=[C:29]2[C:34](=[CH:35][CH:36]=1)[N:33]=[CH:32][CH:31]=[C:30]2[NH:37][NH2:38], predict the reaction product.